This data is from CYP2C9 inhibition data for predicting drug metabolism from PubChem BioAssay. The task is: Regression/Classification. Given a drug SMILES string, predict its absorption, distribution, metabolism, or excretion properties. Task type varies by dataset: regression for continuous measurements (e.g., permeability, clearance, half-life) or binary classification for categorical outcomes (e.g., BBB penetration, CYP inhibition). Dataset: cyp2c9_veith. (1) The molecule is COc1ccc2c(c1)CC[C@H]1[C@@H]2CC[C@@]2(C)[C@@H](NCCCCCCN3C(=O)C=CC3=O)CC[C@@H]12. The result is 0 (non-inhibitor). (2) The molecule is CN(C)CCN1C(=O)C(O)=C(C(=O)c2cc3ccccc3o2)C1c1ccccn1. The result is 0 (non-inhibitor). (3) The molecule is CCN1C(=O)[C@H]2CC[C@H]3/C(=N\OC[C@@H](C)[C@H](OCc4ccccc4)C(C)C)C[C@@H](O)[C@@H](O)[C@@H]3[C@@H]2C1=O. The result is 0 (non-inhibitor). (4) The compound is CCCS(=O)(=O)N1CCC(C(=O)NCCCOC)CC1. The result is 0 (non-inhibitor). (5) The compound is Cc1cccc(N2CCN(C(=O)CSCc3c(C)noc3C)CC2)c1C. The result is 1 (inhibitor). (6) The compound is Cc1ccccc1NC(=O)/C(=C/c1ccccc1)c1ccccc1. The result is 1 (inhibitor). (7) The drug is COC(=O)N1CCC[C@@]2(CCN(c3ncccn3)C2)C1. The result is 0 (non-inhibitor).